Dataset: Forward reaction prediction with 1.9M reactions from USPTO patents (1976-2016). Task: Predict the product of the given reaction. (1) Given the reactants [Cl:1][C:2]1[CH:7]=[C:6]([F:8])[C:5]([NH:9][C:10]([NH:12][C:13]2[CH:18]=[CH:17][CH:16]=[CH:15][CH:14]=2)=[O:11])=[CH:4][C:3]=1[C:19]1[C:20](=[O:46])[N:21]([CH2:44][CH3:45])[C:22]2[C:27]([CH:28]=1)=[CH:26][N:25]=[C:24]([NH:29][C:30]([C@@H:32]1[CH2:36][CH2:35][CH2:34][N:33]1C(OC(C)(C)C)=O)=[O:31])[CH:23]=2.Cl.CO, predict the reaction product. The product is: [Cl:1][C:2]1[CH:7]=[C:6]([F:8])[C:5]([NH:9][C:10]([NH:12][C:13]2[CH:14]=[CH:15][CH:16]=[CH:17][CH:18]=2)=[O:11])=[CH:4][C:3]=1[C:19]1[C:20](=[O:46])[N:21]([CH2:44][CH3:45])[C:22]2[C:27]([CH:28]=1)=[CH:26][N:25]=[C:24]([NH:29][C:30]([C@@H:32]1[CH2:36][CH2:35][CH2:34][NH:33]1)=[O:31])[CH:23]=2. (2) Given the reactants [OH-].[K+].[CH2:3]([O:10][C:11]1[CH:20]=[C:19]([O:21][CH2:22][C:23]2[CH:28]=[CH:27][CH:26]=[CH:25][CH:24]=2)[C:18]([C:29]([CH3:31])=[CH2:30])=[CH:17][C:12]=1[C:13]([O:15]C)=[O:14])[C:4]1[CH:9]=[CH:8][CH:7]=[CH:6][CH:5]=1, predict the reaction product. The product is: [CH2:3]([O:10][C:11]1[CH:20]=[C:19]([O:21][CH2:22][C:23]2[CH:28]=[CH:27][CH:26]=[CH:25][CH:24]=2)[C:18]([C:29]([CH3:31])=[CH2:30])=[CH:17][C:12]=1[C:13]([OH:15])=[O:14])[C:4]1[CH:5]=[CH:6][CH:7]=[CH:8][CH:9]=1.